This data is from Forward reaction prediction with 1.9M reactions from USPTO patents (1976-2016). The task is: Predict the product of the given reaction. (1) The product is: [Cl:3][C:4]1[N:5]=[N+:6]([O-:15])[C:7]([Cl:10])=[CH:8][CH:9]=1. Given the reactants OO.[Cl:3][C:4]1[N:5]=[N:6][C:7]([Cl:10])=[CH:8][CH:9]=1.C1(=O)OC(=[O:15])C=C1.C(O)(=O)/C=C/C.ClC1C=CC=CC=1C.[OH-].[Na+], predict the reaction product. (2) Given the reactants [F:1][C:2]1[CH:7]=[CH:6][C:5]([C:8]2[C:16]3[C:11](=[CH:12][CH:13]=[CH:14][CH:15]=3)[N:10]([CH:17]([CH3:19])[CH3:18])[CH:9]=2)=[CH:4][CH:3]=1.C1COCC1.C1C=C[NH+]=CC=1.[Br:31][Br-]Br.C(=O)([O-])O.[Na+], predict the reaction product. The product is: [Br:31][C:9]1[N:10]([CH:17]([CH3:19])[CH3:18])[C:11]2[C:16]([C:8]=1[C:5]1[CH:6]=[CH:7][C:2]([F:1])=[CH:3][CH:4]=1)=[CH:15][CH:14]=[CH:13][CH:12]=2.